This data is from HIV replication inhibition screening data with 41,000+ compounds from the AIDS Antiviral Screen. The task is: Binary Classification. Given a drug SMILES string, predict its activity (active/inactive) in a high-throughput screening assay against a specified biological target. (1) The molecule is CC(NC1=NCCO1)c1ccsc1. The result is 0 (inactive). (2) The molecule is CN(C)CCC(=O)c1ccc(Cl)cc1.Cl. The result is 0 (inactive). (3) The result is 0 (inactive). The drug is O=C(OC1C(=O)N2CCC3OC(O)C1C32)c1ccc([N+](=O)[O-])cc1. (4) The drug is CC(C)CC(NC(=O)OC(C)(C)C)C(=O)Nc1ccc(Nc2nc(F)nc(-c3c4ccccc4cn3C)n2)cc1. The result is 0 (inactive). (5) The molecule is CC(=O)C(=Cc1cccc(Cl)c1)C(C)=O. The result is 0 (inactive). (6) The molecule is CCCC(=O)NC(Cc1cc(I)c(O)c(I)c1)C(=O)NCCCNCCCCNCCCNC(=O)C(N)CCCNC(=N)N.O=C(O)C(F)(F)F. The result is 0 (inactive). (7) The compound is O=C(N=Nc1ccc([N+](=O)[O-])cc1)NNc1ccc([N+](=O)[O-])cc1. The result is 0 (inactive).